This data is from Reaction yield outcomes from USPTO patents with 853,638 reactions. The task is: Predict the reaction yield, written as a fraction of the theoretical maximum amount of product (1.0 means a 100% yield; for example, 0.34 means a 34% yield). (1) The reactants are [CH3:1][C:2]1[CH:6]=[C:5]([C:7]2[CH:12]=[CH:11][CH:10]=[CH:9][CH:8]=2)[NH:4][N:3]=1.Cl[CH2:14][C:15]1[CH:20]=[CH:19][C:18]([CH2:21][OH:22])=[CH:17][CH:16]=1.C(=O)([O-])[O-].[K+].[K+].C(O)(=O)CC(CC(O)=O)(C(O)=O)O. The catalyst is CN(C)C=O. The product is [CH3:1][C:2]1[CH:6]=[C:5]([C:7]2[CH:8]=[CH:9][CH:10]=[CH:11][CH:12]=2)[N:4]([CH2:14][C:15]2[CH:20]=[CH:19][C:18]([CH2:21][OH:22])=[CH:17][CH:16]=2)[N:3]=1. The yield is 0.610. (2) The reactants are [OH:1][C:2]1[CH:11]=[C:10]2[C:5]([C:6](=O)[C:7]([C:13]3[CH:18]=[CH:17][C:16]([OH:19])=[CH:15][CH:14]=3)([CH3:12])[CH2:8][O:9]2)=[CH:4][CH:3]=1.[H-].[CH2:22]([Al+]CC(C)C)[CH:23](C)[CH3:24].C1(C)C=CC=CC=1.[Cl-].[NH4+].Cl.C([Si](C)(C)C)C=C. The catalyst is O1CCCC1.ClCCCl.[I-].[Zn+2].[I-].CO. The product is [OH:1][C:2]1[CH:11]=[C:10]2[C:5]([CH:6]([CH2:24][CH:23]=[CH2:22])[C:7]([C:13]3[CH:18]=[CH:17][C:16]([OH:19])=[CH:15][CH:14]=3)([CH3:12])[CH2:8][O:9]2)=[CH:4][CH:3]=1. The yield is 0.440.